This data is from Full USPTO retrosynthesis dataset with 1.9M reactions from patents (1976-2016). The task is: Predict the reactants needed to synthesize the given product. (1) The reactants are: Br[C:2]1[CH:3]=[CH:4][CH:5]=[C:6]2[C:11]=1[N:10]=[CH:9][CH:8]=[CH:7]2.C([Li])CCC.[CH3:17][C:18]1[C:19](=O)[CH2:20][CH2:21][C:22]=1[CH2:23][CH2:24][CH2:25][CH2:26][CH3:27].Cl.N. Given the product [CH3:17][C:18]1[C:22]([CH2:23][CH2:24][CH2:25][CH2:26][CH3:27])=[CH:21][CH2:20][C:19]=1[C:2]1[CH:3]=[CH:4][CH:5]=[C:6]2[C:11]=1[N:10]=[CH:9][CH:8]=[CH:7]2, predict the reactants needed to synthesize it. (2) Given the product [F:42][C:43]([F:54])([F:53])[C:44]([NH:21][C:16]1([C:14]([N:11]2[CH2:12][CH2:13][C:8]([C:4]3[CH:5]=[CH:6][CH:7]=[C:2]([F:1])[CH:3]=3)([CH2:22][CH2:23][N:24]3[C@H:25]4[CH2:31][CH2:30][C@@H:29]3[CH2:28][CH:27]([N:32]3[C:36]5[CH:37]=[CH:38][CH:39]=[CH:40][C:35]=5[N:34]=[C:33]3[CH3:41])[CH2:26]4)[CH2:9][CH2:10]2)=[O:15])[CH2:20][CH2:19][CH2:18][CH2:17]1)=[O:45], predict the reactants needed to synthesize it. The reactants are: [F:1][C:2]1[CH:3]=[C:4]([C:8]2([CH2:22][CH2:23][N:24]3[C@H:29]4[CH2:30][CH2:31][C@@H:25]3[CH2:26][CH:27]([N:32]3[C:36]5[CH:37]=[CH:38][CH:39]=[CH:40][C:35]=5[N:34]=[C:33]3[CH3:41])[CH2:28]4)[CH2:13][CH2:12][N:11]([C:14]([C:16]3([NH2:21])[CH2:20][CH2:19][CH2:18][CH2:17]3)=[O:15])[CH2:10][CH2:9]2)[CH:5]=[CH:6][CH:7]=1.[F:42][C:43]([F:54])([F:53])[C:44](O[C:44](=[O:45])[C:43]([F:54])([F:53])[F:42])=[O:45].CCN(C(C)C)C(C)C. (3) Given the product [CH3:18]/[C:7](/[CH:8]=[CH:9]/[CH:10]=[C:11](/[CH:12]=[CH:13]/[C:14]([OH:16])=[O:15])\[CH3:17])=[CH:6]\[CH:5]=[CH:4]\[CH:3]=[C:2](\[CH:19]=[CH:20]\[CH:21]=[C:22](/[CH:23]=[CH:24]/[C:25]([O:27][CH3:29])=[O:26])\[CH3:28])/[CH3:1], predict the reactants needed to synthesize it. The reactants are: [CH3:1]/[C:2](/[CH:19]=[CH:20]/[CH:21]=[C:22](\[CH3:28])/[CH:23]=[CH:24]/[C:25]([OH:27])=[O:26])=[CH:3]\[CH:4]=[CH:5]\[CH:6]=[C:7](/[CH3:18])\[CH:8]=[CH:9]\[CH:10]=[C:11](/[CH3:17])\[CH:12]=[CH:13]\[C:14]([OH:16])=[O:15].[CH:29]1C=CC2C3(C4C=C(I)C(O)=C(I)C=4OC4C(I)=C(O)C(I)=CC3=4)OC(=O)C=2C=1.C1C=C(C2C3C(=C(I)C([O-])=C(I)C=3)OC3C=2C=C(I)C(C=3I)=O)C(C([O-])=O)=CC=1.[Na+].[Na+].CC1C(C(O)=O)=C(O)C=C2C(C3C(O)=C(O)C([C@@H]4O[C@H](CO)[C@@H](O)[C@H](O)[C@H]4O)=C(O)C=3C(=O)C=12)=O.CC1C(C(O)=O)=C(O)C=C2C(C3C(O)=C(O)C([C@H]4O[C@H](CO)[C@@H](O)[C@H](O)[C@H]4O)=C(O)C=3C(=O)C=12)=O.CC1C=CC(N/N=C2/C3C(C=C(C([O-])=O)C/2=O)=CC=CC=3)=C(S([O-])(=O)=O)C=1.[Ca+2].C1C(Br)=C([O-])C(Br)=C2OC3C(C4(OC(=O)C5C(Cl)=C(Cl)C(Cl)=C(Cl)C4=5)C=12)=CC(Br)=C([O-])C=3Br.[Na+].[Na+].CCN(C1C=CC2C(C3C=CC=CC=3C(C)=O)=C3C(=CC(C=C3)=[N+](CC)CC)OC=2C=1)CC.CCN(C1C=CC2C(C3C(C(O)=O)=CC=CC=3)=C3C(OC=2C=1)=CC(=[N+](CC)CC)C=C3)CC.[Cl-].C1[C@@H](C(O)=O)NC(C(O)=O)=C/C/1=C/C=[N+]1C2C(=CC(O[C@@H]3O[C@H](CO)[C@@H](O)[C@H](O)[C@H]3O)=C(O)C=2)C[C@H]1C([O-])=O.C1C(/C=C/N2C3C(=CC(O[C@@H]4O[C@H](CO)[C@@H](O)[C@H](O)[C@H]4O)=C(O)C=3)C[C@H]2C([O-])=O)=CC(C(O)=O)=N[C@@H]1C([O-])=O.C1C(N=NC2C(=O)N(C3C=CC(S([O-])(=O)=O)=CC=3)N=C2C([O-])=O)=CC=C(S([O-])(=O)=O)C=1.[Na+].[Na+].[Na+].C1C=C(C2C3C=CC([O-])=CC=3OC3C=2C=CC(C=3)=O)C(C([O-])=O)=CC=1.[Na+].[Na+].C1C=CC(C(O)=O)=C(C2C3C=CC(O)=CC=3OC3C=2C=CC(C=3)=O)C=1.C1C=C2C(OC3(C4C=CC(O)=CC=4OC4C=C(O)C=CC3=4)C2=CC=1)=O. (4) Given the product [ClH:7].[ClH:7].[CH2:8]([N:10]1[C:16](=[O:17])[C:15]([CH3:19])([CH3:18])[C:14](=[O:20])[N:13]([CH3:21])[C:12]2[CH:22]=[C:23]([O:26][CH2:27][CH2:28][CH2:29][NH:30][CH2:31][CH2:32][C:33]3[CH:34]=[N:35][CH:36]=[CH:37][CH:38]=3)[CH:24]=[CH:25][C:11]1=2)[CH3:9], predict the reactants needed to synthesize it. The reactants are: C(OC(=O)C)C.[ClH:7].[CH2:8]([N:10]1[C:16](=[O:17])[C:15]([CH3:19])([CH3:18])[C:14](=[O:20])[N:13]([CH3:21])[C:12]2[CH:22]=[C:23]([O:26][CH2:27][CH2:28][CH2:29][NH:30][CH2:31][CH2:32][C:33]3[CH:34]=[N:35][CH:36]=[CH:37][CH:38]=3)[CH:24]=[CH:25][C:11]1=2)[CH3:9]. (5) Given the product [CH3:1][O:2][C:3]1[CH:4]=[C:5]([C:9]([NH:12][NH2:13])=[CH:10][CH:11]=1)[C:6]([OH:8])=[O:7], predict the reactants needed to synthesize it. The reactants are: [CH3:1][O:2][C:3]1[CH:4]=[C:5]([C:9]([NH2:12])=[CH:10][CH:11]=1)[C:6]([OH:8])=[O:7].[N:13]([O-])=O.[Na+].Cl[Sn]Cl.O. (6) Given the product [CH3:35][O:34][C:32]([C:28]1[S:29][CH:30]=[CH:31][C:27]=1[N:17]([C:18]([C@H:20]1[CH2:21][CH2:22][C@H:23]([CH3:26])[CH2:24][CH2:25]1)=[O:19])[CH:14]1[CH2:13][CH2:12][NH:11][CH2:16][CH2:15]1)=[O:33], predict the reactants needed to synthesize it. The reactants are: C(OC([N:11]1[CH2:16][CH2:15][CH:14]([N:17]([C:27]2[CH:31]=[CH:30][S:29][C:28]=2[C:32]([O:34][CH3:35])=[O:33])[C:18]([C@H:20]2[CH2:25][CH2:24][C@H:23]([CH3:26])[CH2:22][CH2:21]2)=[O:19])[CH2:13][CH2:12]1)=O)C1C=CC=CC=1. (7) Given the product [OH:23][C:7]([CH3:21])([CH2:6][CH2:5][C:4]1[C:9](=[O:8])[C:10]([CH3:13])=[C:11]([CH3:12])[C:2](=[O:1])[C:3]=1[CH3:22])[C:14]([NH:16][CH2:17][CH:18]([OH:20])[CH3:19])=[O:15], predict the reactants needed to synthesize it. The reactants are: [OH:1][C:2]1[C:3]([CH3:22])=[C:4]2[C:9](=[C:10]([CH3:13])[C:11]=1[CH3:12])[O:8][C:7]([CH3:21])([C:14]([NH:16][CH2:17][CH:18]([OH:20])[CH3:19])=[O:15])[CH2:6][CH2:5]2.[O:23]=[N+]([O-])[O-].[O-][N+](=O)[O-].[O-][N+](=O)[O-].[O-][N+](=O)[O-].[O-][N+](=O)[O-].[O-][N+](=O)[O-].[Ce+4].[NH4+].[NH4+]. (8) Given the product [CH3:14][O:15][C:16]1[CH:17]=[C:18]2[C:23](=[CH:24][CH:25]=1)[CH2:22][N:21]([C:6]1[C:7]3[C:12](=[CH:11][CH:10]=[CH:9][CH:8]=3)[C:3]([C:1]#[N:2])=[CH:4][CH:5]=1)[CH2:20][CH2:19]2, predict the reactants needed to synthesize it. The reactants are: [C:1]([C:3]1[C:12]2[C:7](=[CH:8][CH:9]=[CH:10][CH:11]=2)[C:6](F)=[CH:5][CH:4]=1)#[N:2].[CH3:14][O:15][C:16]1[CH:17]=[C:18]2[C:23](=[CH:24][CH:25]=1)[CH2:22][NH:21][CH2:20][CH2:19]2. (9) Given the product [Cl:1][C:2]1[CH:3]=[CH:4][C:5]([CH2:6][NH:7][C:8]([C:10]2[C:19](=[O:20])[C:18]3[C:13](=[C:14]([I:23])[CH:15]=[C:16]([CH2:21][Cl:40])[CH:17]=3)[N:12]([CH3:24])[CH:11]=2)=[O:9])=[CH:25][CH:26]=1, predict the reactants needed to synthesize it. The reactants are: [Cl:1][C:2]1[CH:26]=[CH:25][C:5]([CH2:6][NH:7][C:8]([C:10]2[C:19](=[O:20])[C:18]3[C:13](=[C:14]([I:23])[CH:15]=[C:16]([CH2:21]O)[CH:17]=3)[N:12]([CH3:24])[CH:11]=2)=[O:9])=[CH:4][CH:3]=1.N1C(C)=CC(C)=CC=1C.CS([Cl:40])(=O)=O. (10) The reactants are: [Br:1][C:2]1[CH:14]=[CH:13][C:12]2[C:11]3[C:6](=[CH:7][CH:8]=[CH:9][CH:10]=3)[C:5](=O)[C:4]=2[CH:3]=1.Cl.[NH2:17][OH:18]. Given the product [Br:1][C:2]1[CH:14]=[CH:13][C:12]2[C:11]3[C:6](=[CH:7][CH:8]=[CH:9][CH:10]=3)/[C:5](=[N:17]/[OH:18])/[C:4]=2[CH:3]=1, predict the reactants needed to synthesize it.